Dataset: NCI-60 drug combinations with 297,098 pairs across 59 cell lines. Task: Regression. Given two drug SMILES strings and cell line genomic features, predict the synergy score measuring deviation from expected non-interaction effect. Cell line: IGROV1. Drug 2: CC1=C(C=C(C=C1)C(=O)NC2=CC(=CC(=C2)C(F)(F)F)N3C=C(N=C3)C)NC4=NC=CC(=N4)C5=CN=CC=C5. Drug 1: CN(CC1=CN=C2C(=N1)C(=NC(=N2)N)N)C3=CC=C(C=C3)C(=O)NC(CCC(=O)O)C(=O)O. Synergy scores: CSS=3.15, Synergy_ZIP=-1.24, Synergy_Bliss=-2.91, Synergy_Loewe=-37.1, Synergy_HSA=-3.34.